This data is from Full USPTO retrosynthesis dataset with 1.9M reactions from patents (1976-2016). The task is: Predict the reactants needed to synthesize the given product. (1) Given the product [Si:22]([O:1][C:2]([CH3:16])([CH3:15])[CH2:3][O:4][C:5]1[C:12]([CH3:13])=[CH:11][C:8]([C:9]#[N:10])=[CH:7][C:6]=1[CH3:14])([C:25]([CH3:28])([CH3:27])[CH3:26])([CH3:24])[CH3:23], predict the reactants needed to synthesize it. The reactants are: [OH:1][C:2]([CH3:16])([CH3:15])[CH2:3][O:4][C:5]1[C:12]([CH3:13])=[CH:11][C:8]([C:9]#[N:10])=[CH:7][C:6]=1[CH3:14].N1C=CN=C1.[Si:22](Cl)([C:25]([CH3:28])([CH3:27])[CH3:26])([CH3:24])[CH3:23].O. (2) Given the product [C:1]([NH:11][CH2:12][CH2:13][N:14]([C:1](=[O:10])[CH2:2][CH2:3][CH2:4][CH2:5][CH2:6][CH2:7][CH3:8])[CH2:15][CH2:16][NH:17][C:1](=[O:10])[CH2:2][CH2:3][CH2:4][CH2:5][CH2:6][CH2:7][CH3:8])(=[O:10])[CH2:2][CH2:3][CH2:4][CH2:5][CH2:6][CH2:7][CH3:8], predict the reactants needed to synthesize it. The reactants are: [C:1]([OH:10])(=O)[CH2:2][CH2:3][CH2:4][CH2:5][CH2:6][CH2:7][CH3:8].[NH2:11][CH2:12][CH2:13][NH:14][CH2:15][CH2:16][NH2:17]. (3) Given the product [F:23][C:20]1[CH:21]=[CH:22][C:16]2[O:15][CH2:14][CH:13]([CH2:12][N:27]([CH2:28][CH2:29][CH3:30])[CH2:24][CH2:25][CH3:26])[O:18][C:17]=2[CH:19]=1, predict the reactants needed to synthesize it. The reactants are: CC1C=CC(S(O[CH2:12][CH:13]2[O:18][C:17]3[CH:19]=[C:20]([F:23])[CH:21]=[CH:22][C:16]=3[O:15][CH2:14]2)(=O)=O)=CC=1.[CH2:24]([NH:27][CH2:28][CH2:29][CH3:30])[CH2:25][CH3:26]. (4) The reactants are: [Br:1][C:2]1[CH:7]=[C:6]([NH2:8])[C:5]([NH2:9])=[C:4]([CH3:10])[CH:3]=1.[CH:11](O)=O. Given the product [Br:1][C:2]1[CH:3]=[C:4]([CH3:10])[C:5]2[N:9]=[CH:11][NH:8][C:6]=2[CH:7]=1, predict the reactants needed to synthesize it. (5) Given the product [Cl:31][C:12]1[C:13]([C:15]2[CH:20]=[CH:19][C:18]([F:21])=[C:17]([NH:22][CH2:23][CH:24]3[CH2:25][CH2:26][O:27][CH2:28][CH2:29]3)[N:16]=2)=[CH:14][C:9]([NH:8][C@H:5]2[CH2:6][CH2:7][C@H:2]([NH:1][CH2:32][C:33]3([CH3:38])[O:37][CH2:36][CH2:35][O:34]3)[CH2:3][CH2:4]2)=[N:10][CH:11]=1, predict the reactants needed to synthesize it. The reactants are: [NH2:1][C@H:2]1[CH2:7][CH2:6][C@H:5]([NH:8][C:9]2[CH:14]=[C:13]([C:15]3[CH:20]=[CH:19][C:18]([F:21])=[C:17]([NH:22][CH2:23][C:24]4(C)[CH2:29][CH2:28][O:27][CH2:26][CH2:25]4)[N:16]=3)[C:12]([Cl:31])=[CH:11][N:10]=2)[CH2:4][CH2:3]1.[CH3:32][C:33]1([CH:38]=O)[O:37][CH2:36][CH2:35][O:34]1.C(O[BH-](OC(=O)C)OC(=O)C)(=O)C.[Na+]. (6) Given the product [CH2:19]([N:26]1[CH2:31][CH2:30][O:29][CH2:28][CH:27]1[CH2:32][CH:2]([C:3]([O:5][CH2:6][CH3:7])=[O:4])[C:1]([O:9][CH2:10][CH3:11])=[O:8])[C:20]1[CH:25]=[CH:24][CH:23]=[CH:22][CH:21]=1, predict the reactants needed to synthesize it. The reactants are: [C:1]([O:9][CH2:10][CH3:11])(=[O:8])[CH2:2][C:3]([O:5][CH2:6][CH3:7])=[O:4].CN(C=O)C.[OH-].[Na+].[CH2:19]([N:26]1[CH2:31][CH2:30][O:29][CH2:28][CH:27]1[CH2:32]Br)[C:20]1[CH:25]=[CH:24][CH:23]=[CH:22][CH:21]=1. (7) Given the product [C:30]([O:29][C:28](=[O:34])[NH:1][C@H:2]([CH2:3][OH:4])/[CH:5]=[CH:6]/[C:7]1[CH:8]=[CH:9][C:10]([Br:13])=[CH:11][CH:12]=1)([CH3:33])([CH3:32])[CH3:31], predict the reactants needed to synthesize it. The reactants are: [NH2:1][C@@H:2](/[CH:5]=[CH:6]/[C:7]1[CH:12]=[CH:11][C:10]([Br:13])=[CH:9][CH:8]=1)[CH2:3][OH:4].C(N(CC)C(C)C)(C)C.C1COCC1.[C:28](=O)([O:34]C(C)(C)C)[O:29][C:30]([CH3:33])([CH3:32])[CH3:31]. (8) Given the product [CH3:11][C:3]1[CH:4]=[CH:5][CH:6]=[C:7]([N+:8]([O-:10])=[O:9])[C:2]=1[NH:21][CH2:22][C@@H:23]1[CH2:27][CH2:26][N:25]([C:28]([O:30][C:31]([CH3:34])([CH3:33])[CH3:32])=[O:29])[CH2:24]1, predict the reactants needed to synthesize it. The reactants are: F[C:2]1[C:7]([N+:8]([O-:10])=[O:9])=[CH:6][CH:5]=[CH:4][C:3]=1[CH3:11].CCN(C(C)C)C(C)C.[NH2:21][CH2:22][C@@H:23]1[CH2:27][CH2:26][N:25]([C:28]([O:30][C:31]([CH3:34])([CH3:33])[CH3:32])=[O:29])[CH2:24]1. (9) Given the product [Br:1][C:2]1[CH:7]=[CH:6][C:5]([S:8]([C:11]2[CH:12]=[CH:13][C:14]([NH2:18])=[N:15][CH:16]=2)(=[O:10])=[O:9])=[CH:4][CH:3]=1, predict the reactants needed to synthesize it. The reactants are: [Br:1][C:2]1[CH:7]=[CH:6][C:5]([S:8]([C:11]2[CH:12]=[CH:13][C:14](Cl)=[N:15][CH:16]=2)(=[O:10])=[O:9])=[CH:4][CH:3]=1.[NH4+:18].[OH-].